Predict the product of the given reaction. From a dataset of Forward reaction prediction with 1.9M reactions from USPTO patents (1976-2016). (1) Given the reactants [Cl:1][CH2:2][CH2:3][C:4]1[C:9](=[O:10])[N:8]2[CH2:11][CH2:12][CH2:13][CH:14]([O:15]CC3C=CC=CC=3)[C:7]2=[N:6][C:5]=1[CH3:23].[H][H].C(OCC)C, predict the reaction product. The product is: [Cl:1][CH2:2][CH2:3][C:4]1[C:9](=[O:10])[N:8]2[CH2:11][CH2:12][CH2:13][CH:14]([OH:15])[C:7]2=[N:6][C:5]=1[CH3:23]. (2) Given the reactants [C:1]([O:5][C:6](=[O:20])[CH2:7][O:8][CH2:9]/[CH:10]=[CH:11]\[CH2:12][O:13]C1CCCCO1)([CH3:4])([CH3:3])[CH3:2].C1(C)C=CC(S([O-])(=O)=O)=CC=1.[NH+]1C=CC=CC=1, predict the reaction product. The product is: [C:1]([O:5][C:6](=[O:20])[CH2:7][O:8][CH2:9]/[CH:10]=[CH:11]\[CH2:12][OH:13])([CH3:4])([CH3:2])[CH3:3]. (3) Given the reactants [CH3:1][CH2:2][CH2:3][CH2:4][CH2:5][CH2:6][CH2:7][CH2:8][CH2:9][CH2:10][CH2:11][CH2:12][CH2:13][CH2:14][CH2:15][C:16]([O:18][CH2:19][C@@H:20]([O:33][C:34]([CH2:36][CH2:37][CH2:38][CH2:39][CH2:40][CH2:41][CH2:42][CH2:43][CH2:44][CH2:45][CH2:46][CH2:47][CH2:48][CH2:49][CH3:50])=[O:35])[CH2:21][O:22][P:23]([O:26][CH2:27][CH2:28][N+:29]([CH3:32])([CH3:31])[CH3:30])([O-:25])=[O:24])=[O:17], predict the reaction product. The product is: [CH3:11][CH2:12][CH2:13][CH2:14][CH2:15][C:16]([O:18][CH2:19][C@@H:20]([O:33][C:34]([CH2:36][CH2:37][CH2:38][CH2:39][CH3:40])=[O:35])[CH2:21][O:22][P:23]([O:26][CH2:27][CH2:28][N+:29]([CH3:31])([CH3:30])[CH3:32])([OH:25])=[O:24])=[O:17].[CH3:1][CH2:2][CH2:3][CH2:4][CH2:5][CH2:6][CH2:7][CH2:8][CH2:9][CH2:10][CH2:11][CH2:12][CH2:13][CH2:14][CH2:15][C:16]([O:18][CH2:19][C@@H:20]([O:33][C:34]([CH2:36][CH2:37][CH2:38][CH2:39][CH2:40][CH2:41][CH2:42][CH2:43][CH2:44][CH2:45][CH2:46][CH2:47][CH2:48][CH2:49][CH3:50])=[O:35])[CH2:21][O:22][P:23]([O:26][CH2:27][CH2:28][N+:29]([CH3:32])([CH3:31])[CH3:30])([O-:25])=[O:24])=[O:17].[CH3:11][CH2:12][CH2:13][CH2:14][CH2:15][C:16]([O:18][CH2:19][C@@H:20]([O:33][C:34]([CH2:36][CH2:37][CH2:38][CH2:39][CH3:40])=[O:35])[CH2:21][O:22][P:23]([O:26][CH2:27][CH2:28][N+:29]([CH3:31])([CH3:30])[CH3:32])([OH:25])=[O:24])=[O:17]. (4) Given the reactants [Si]([O:8][C@H:9]([C:41]1[CH:46]=[CH:45][CH:44]=[CH:43][CH:42]=1)[C@H:10]1[CH2:14][CH2:13][C@@H:12]([CH2:15][C:16]2[CH:21]=[CH:20][C:19]([C:22](=[O:33])[N:23]([CH3:32])[CH2:24][CH2:25][C:26]3[CH:31]=[CH:30][CH:29]=[CH:28][N:27]=3)=[CH:18][CH:17]=2)[N:11]1C(OC(C)(C)C)=O)(C(C)(C)C)(C)C.C(O)(C(F)(F)F)=O.O, predict the reaction product. The product is: [OH:8][C@H:9]([C:41]1[CH:46]=[CH:45][CH:44]=[CH:43][CH:42]=1)[C@@H:10]1[NH:11][C@H:12]([CH2:15][C:16]2[CH:17]=[CH:18][C:19]([C:22]([N:23]([CH3:32])[CH2:24][CH2:25][C:26]3[CH:31]=[CH:30][CH:29]=[CH:28][N:27]=3)=[O:33])=[CH:20][CH:21]=2)[CH2:13][CH2:14]1. (5) The product is: [CH2:1]([O:3][C:4]([C:6]1[C:14]2[C:9](=[CH:10][CH:11]=[C:12]([O:15][C:16]3[CH:17]=[CH:18][C:19]([O:22][C:23]([F:26])([F:24])[F:25])=[CH:20][CH:21]=3)[CH:13]=2)[N:8]([C:27]2[CH:28]=[CH:29][C:30]([N:33]([CH2:36][CH3:37])[CH2:34][CH3:35])=[CH:31][CH:32]=2)[C:7]=1[CH2:38][C:39]([OH:41])=[O:40])=[O:5])[CH3:2]. Given the reactants [CH2:1]([O:3][C:4]([C:6]1[C:14]2[C:9](=[CH:10][CH:11]=[C:12]([O:15][C:16]3[CH:21]=[CH:20][C:19]([O:22][C:23]([F:26])([F:25])[F:24])=[CH:18][CH:17]=3)[CH:13]=2)[N:8]([C:27]2[CH:32]=[CH:31][C:30]([N:33]([CH2:36][CH3:37])[CH2:34][CH3:35])=[CH:29][CH:28]=2)[C:7]=1[CH2:38][C:39]([O:41]CC)=[O:40])=[O:5])[CH3:2].[OH-].[Na+], predict the reaction product. (6) Given the reactants [Cl:1][C:2]1[CH:3]=[C:4]([S:9]([NH:12][CH2:13][C:14]2[N:15]=[CH:16][C:17]([C:24]([O:26]C)=[O:25])=[N:18][C:19]=2[C:20]([F:23])([F:22])[F:21])(=[O:11])=[O:10])[CH:5]=[CH:6][C:7]=1[F:8].[OH-].C[Sn+](C)C, predict the reaction product. The product is: [Cl:1][C:2]1[CH:3]=[C:4]([S:9]([NH:12][CH2:13][C:14]2[N:15]=[CH:16][C:17]([C:24]([OH:26])=[O:25])=[N:18][C:19]=2[C:20]([F:21])([F:22])[F:23])(=[O:11])=[O:10])[CH:5]=[CH:6][C:7]=1[F:8]. (7) Given the reactants Cl.[CH3:2][O:3][CH2:4][CH2:5][C:6](=[NH:10])[O:7][CH2:8][CH3:9].N1C=CC=CC=1.Cl[C:18]([O:20][CH2:21][CH3:22])=[O:19], predict the reaction product. The product is: [CH2:21]([O:20][C:18]([N:10]=[C:6]([O:7][CH2:8][CH3:9])[CH2:5][CH2:4][O:3][CH3:2])=[O:19])[CH3:22].